This data is from Experimentally validated miRNA-target interactions with 360,000+ pairs, plus equal number of negative samples. The task is: Binary Classification. Given a miRNA mature sequence and a target amino acid sequence, predict their likelihood of interaction. (1) The miRNA is mmu-miR-704 with sequence AGACAUGUGCUCUGCUCCUAG. The protein sequence of the target gene is MAVWLFGGRLGLRGRLSACRLLCPRFQSRGPQGGEDGDRLQPSSTAAKIPKIYTKTGDKGFSSTFTGERRPKDDQVFEAVGTTDELSSAIGFAMELVTEKGHMFAEELQKIQCMLQDVGSALATPRSSAREAHLKHTAFQEGPVLELERWIDKYSSQLPPLKAFILPSGGKSSSALHFCRAVCRRAERRVVPLVQMGETDANVAKFLNRLSDYLFTVARYAAMKEGSQEKIYKKHDV. Result: 0 (no interaction). (2) The miRNA is mmu-miR-1953 with sequence UGGGAAAGUUCUCAGGCUUCUG. The protein sequence of the target gene is MLSLKLPQLLQVHQVPRVFWEDGIMSGYRRPTSSALDCVLSSFQMTNETVNIWTHFLPTWYFLWRLLALAGGPGFRAEPYHWPLLVFLLPACLYPFASCCAHTFSSMSPRMRHICYFLDYGALSLYSLGCAFPYAAYSMPASWLHGHLHQFFVPAAALNSFLCTGLSCYSRFLELESPGLSKVLRTGAFAYPFLFDNLPLFYRLGLCWGRGHGCGQEALSTSHGYHLFCALLTGFLFASHLPERLAPGRFDYIGHSHQLFHICAVLGTHFQLEAVLADMGSRRAWLATQEPALGLAGTVA.... Result: 0 (no interaction). (3) The miRNA is hsa-miR-6880-5p with sequence UGGUGGAGGAAGAGGGCAGCUC. The protein sequence of the target gene is MDETVAEFIKRTILKIPMNELTTILKAWDFLSENQLQTVNFRQRKESVVQHLIHLCEEKRASISDAALLDIIYMQFHQHQKVWEVFQMSKGPGEDVDLFDMKQFKNSFKKILQRALKNVTVSFRETEENAVWIRIAWGTQYTKPNQYKPTYVVYYSQTPYAFTSSSMLRRNTPLLGQALTIASKHHQIVKMDLRSRYLDSLKAIVFKQYNQTFETHNSTTPLQERSLGLDINMDSRIIHENIVEKERVQRITQETFGDYPQPQLEFAQYKLETKFKSGLNGSILAEREEPLRCLIKFSSP.... Result: 1 (interaction). (4) The miRNA is hsa-miR-4486 with sequence GCUGGGCGAGGCUGGCA. The protein sequence of the target gene is MDETQGPLAMTVHLLANSGHGSLLQRTLDQLLDCICPEVRLFQVSERASPVKYCEKSHSKRSRFPGMSVLLFLHESPGEDRLFRVLDSLQHSPWQCYPTQDTRGRLCPYFFANQEFYSLDSQLPIWGVRQVHCGSEILRVTLYCSFDNYEDAIRLYEMILQREATLQKSNFCFFVLYASKSFALQLSLKQLPPGMSVDPKESSVLQFKVQEIGQLVPLLPNPCMPISSTRWQTQDYDGNKILLQVQLNPELGVKNGILGAGMLPLGSRLTSVSAKRTSEPRSQRNQGKRSQGHSLELPEP.... Result: 0 (no interaction). (5) The miRNA is ath-miR172d-3p with sequence AGAAUCUUGAUGAUGCUGCAG. The protein sequence of the target gene is MNVTKDENPRSRSQDLHLFHAWMMLIMTVLFLPVTETSKQNIPRLKLTYKDLLLSNTCIPFLGSSEGLDFQTLLLDEERGILLLGAKDHVFLLSLVDLNKNFKKIYWPAAKERVELCKLAGKDANAECANFIRVLQPYNKTHVYVCGTGAFHPLCGYIDLGANKEELIFKLDTHNLESGRLKCPFDPQQPFASVMTDEHLYSGTASDFLGKDTAFTRSLGLMQDHHSIRTDISEHHWLNGAKFIGTFPIPDTYNPDDDKIYFFFRESSQEGSTSDRSILSRVGRVCKNDVGGQRSLINKW.... Result: 0 (no interaction).